This data is from Catalyst prediction with 721,799 reactions and 888 catalyst types from USPTO. The task is: Predict which catalyst facilitates the given reaction. Reactant: C[O:2][C:3](=[O:36])[CH2:4][CH2:5][C:6]1[CH:11]=[CH:10][C:9]([O:12][CH:13]([CH2:33][CH3:34])[CH2:14][CH2:15][O:16][C:17]2[CH:22]=[CH:21][C:20]([CH2:23][CH3:24])=[CH:19][C:18]=2[C:25](=[O:32])[C:26]2[CH:31]=[CH:30][CH:29]=[CH:28][CH:27]=2)=[CH:8][C:7]=1[CH3:35].[OH-].[Na+]. Product: [C:25]([C:18]1[CH:19]=[C:20]([CH2:23][CH3:24])[CH:21]=[CH:22][C:17]=1[O:16][CH2:15][CH2:14][CH:13]([CH2:33][CH3:34])[O:12][C:9]1[CH:10]=[CH:11][C:6]([CH2:5][CH2:4][C:3]([OH:36])=[O:2])=[C:7]([CH3:35])[CH:8]=1)(=[O:32])[C:26]1[CH:27]=[CH:28][CH:29]=[CH:30][CH:31]=1. The catalyst class is: 8.